From a dataset of Forward reaction prediction with 1.9M reactions from USPTO patents (1976-2016). Predict the product of the given reaction. (1) Given the reactants [NH2:1][C:2]1[CH:7]=[C:6]([O:8][CH3:9])[C:5]([O:10][CH3:11])=[CH:4][C:3]=1[NH:12][C:13]([C:15]1[C:19]([N+:20]([O-:22])=[O:21])=[CH:18][NH:17][N:16]=1)=O, predict the reaction product. The product is: [CH3:11][O:10][C:5]1[C:6]([O:8][CH3:9])=[CH:7][C:2]2[NH:1][C:13]([C:15]3[C:19]([N+:20]([O-:22])=[O:21])=[CH:18][NH:17][N:16]=3)=[N:12][C:3]=2[CH:4]=1. (2) Given the reactants C1(C2C=CC(CNCCC3C=CC(F)=C(C(F)(F)F)C=3)=CC=2)CC1.[CH:25]1([C:30]2[CH:37]=[CH:36][C:33]([CH:34]=O)=[CH:32][CH:31]=2)[CH2:29][CH2:28][CH2:27][CH2:26]1.[Cl:38][C:39]1[CH:40]=[C:41]([CH2:46][CH2:47][NH2:48])[CH:42]=[CH:43][C:44]=1[Cl:45].[BH4-].[Na+], predict the reaction product. The product is: [CH:25]1([C:30]2[CH:37]=[CH:36][C:33]([CH2:34][NH:48][CH2:47][CH2:46][C:41]3[CH:42]=[CH:43][C:44]([Cl:45])=[C:39]([Cl:38])[CH:40]=3)=[CH:32][CH:31]=2)[CH2:29][CH2:28][CH2:27][CH2:26]1. (3) Given the reactants N.[C:2]([OH:11])(=[O:10])/[CH:3]=[CH:4]/[CH:5]=[CH:6]/[C:7]([OH:9])=[O:8], predict the reaction product. The product is: [C:2]([OH:11])(=[O:10])[CH2:3][CH2:4][CH2:5][CH2:6][C:7]([OH:9])=[O:8]. (4) Given the reactants [CH3:1][C:2]1[C:3]([NH:15][CH:16]2[CH2:23][CH:19]3[CH2:20][NH:21][CH2:22][CH:18]3[CH2:17]2)=[N:4][C:5]([NH:8][C:9]2[CH:10]=[N:11][N:12]([CH3:14])[CH:13]=2)=[N:6][CH:7]=1.C(N(CC)CC)C.[CH3:31][S:32](Cl)(=[O:34])=[O:33], predict the reaction product. The product is: [CH3:1][C:2]1[C:3]([NH:15][CH:16]2[CH2:23][CH:19]3[CH2:20][N:21]([S:32]([CH3:31])(=[O:34])=[O:33])[CH2:22][CH:18]3[CH2:17]2)=[N:4][C:5]([NH:8][C:9]2[CH:10]=[N:11][N:12]([CH3:14])[CH:13]=2)=[N:6][CH:7]=1. (5) The product is: [Cl:1][C:2]1[CH:7]=[C:6]([C:8]([F:10])([F:11])[F:9])[N:5]=[N:4][C:3]=1[NH:12][CH:13]1[CH2:18][CH2:17][NH:16][CH2:15][CH2:14]1. Given the reactants [Cl:1][C:2]1[CH:7]=[C:6]([C:8]([F:11])([F:10])[F:9])[N:5]=[N:4][C:3]=1[NH:12][CH:13]1[CH2:18][CH2:17][N:16](C(OC(C)(C)C)=O)[CH2:15][CH2:14]1.Cl.C(O)(C)C, predict the reaction product.